This data is from Reaction yield outcomes from USPTO patents with 853,638 reactions. The task is: Predict the reaction yield, written as a fraction of the theoretical maximum amount of product (1.0 means a 100% yield; for example, 0.34 means a 34% yield). The reactants are C(OC([N:8]1[C:13]2[CH:14]=[C:15]([Cl:20])[C:16]([O:18][CH3:19])=[CH:17][C:12]=2[O:11][CH:10]([C:21](=[O:37])[NH:22][CH:23]2[CH2:28][CH2:27][N:26]([CH2:29][C:30]3[CH:35]=[CH:34][C:33]([F:36])=[CH:32][CH:31]=3)[CH2:25][CH2:24]2)[CH2:9]1)=O)(C)(C)C.FC(F)(F)C(O)=O. The catalyst is C(Cl)Cl. The product is [F:36][C:33]1[CH:34]=[CH:35][C:30]([CH2:29][N:26]2[CH2:27][CH2:28][CH:23]([NH:22][C:21]([CH:10]3[CH2:9][NH:8][C:13]4[CH:14]=[C:15]([Cl:20])[C:16]([O:18][CH3:19])=[CH:17][C:12]=4[O:11]3)=[O:37])[CH2:24][CH2:25]2)=[CH:31][CH:32]=1. The yield is 0.223.